This data is from Forward reaction prediction with 1.9M reactions from USPTO patents (1976-2016). The task is: Predict the product of the given reaction. (1) Given the reactants [NH2:1][C:2]1[CH:10]=[CH:9][CH:8]=[C:7]2[C:3]=1[CH2:4][O:5][C:6]2=[O:11].[CH:12](=O)[C:13]1[CH:18]=[CH:17][N:16]=[CH:15][CH:14]=1.S([O-])([O-])(=O)=O.[Na+].[Na+], predict the reaction product. The product is: [N:16]1[CH:17]=[CH:18][C:13](/[CH:12]=[N:1]/[C:2]2[CH:10]=[CH:9][CH:8]=[C:7]3[C:3]=2[CH2:4][O:5][C:6]3=[O:11])=[CH:14][CH:15]=1. (2) Given the reactants CO[C:3]([C:5]1[N:6]([CH3:25])[N:7]=[C:8]([O:10][CH2:11][C:12]2[C:13]([C:18]3[CH:23]=[CH:22][C:21]([F:24])=[CH:20][CH:19]=3)=[N:14][O:15][C:16]=2[CH3:17])[CH:9]=1)=[O:4].[NH2:26][CH:27]1[CH2:32][CH2:31][O:30][CH2:29][CH2:28]1, predict the reaction product. The product is: [O:30]1[CH2:31][CH2:32][CH:27]([NH:26][C:3]([C:5]2[N:6]([CH3:25])[N:7]=[C:8]([O:10][CH2:11][C:12]3[C:13]([C:18]4[CH:23]=[CH:22][C:21]([F:24])=[CH:20][CH:19]=4)=[N:14][O:15][C:16]=3[CH3:17])[CH:9]=2)=[O:4])[CH2:28][CH2:29]1. (3) The product is: [CH3:21][O:22][C:23](=[O:31])[C:24]1[CH:29]=[CH:28][CH:27]=[CH:26][C:25]=1[NH:14][C:13]1[N:9]([C:3]2[CH:4]=[C:5]([F:8])[CH:6]=[CH:7][C:2]=2[F:1])[N:10]=[C:11]([CH3:15])[CH:12]=1. Given the reactants [F:1][C:2]1[CH:7]=[CH:6][C:5]([F:8])=[CH:4][C:3]=1[N:9]1[C:13]([NH2:14])=[CH:12][C:11]([CH3:15])=[N:10]1.CCOCC.[CH3:21][O:22][C:23](=[O:31])[C:24]1[CH:29]=[CH:28][CH:27]=[CH:26][C:25]=1Br.C(=O)([O-])[O-].[Cs+].[Cs+], predict the reaction product. (4) The product is: [CH:1]1[C:10]2[C:5](=[CH:6][CH:7]=[CH:8][CH:9]=2)[CH:4]=[CH:3][C:2]=1[NH:16][C:19](=[O:28])[O:42][C:38]([CH3:41])([CH3:40])[CH3:39]. Given the reactants [CH:1]1[C:10]2[C:5](=[CH:6][CH:7]=[CH:8][CH:9]=2)[CH:4]=[CH:3][C:2]=1C(O)=O.CC[N:16]([CH2:19]C)CC.C1(P(N=[N+]=[N-])(C2C=CC=CC=2)=[O:28])C=CC=CC=1.[C:38]([OH:42])([CH3:41])([CH3:40])[CH3:39], predict the reaction product.